From a dataset of NCI-60 drug combinations with 297,098 pairs across 59 cell lines. Regression. Given two drug SMILES strings and cell line genomic features, predict the synergy score measuring deviation from expected non-interaction effect. (1) Drug 1: CC1=C(C=C(C=C1)NC2=NC=CC(=N2)N(C)C3=CC4=NN(C(=C4C=C3)C)C)S(=O)(=O)N.Cl. Drug 2: CC1C(C(=O)NC(C(=O)N2CCCC2C(=O)N(CC(=O)N(C(C(=O)O1)C(C)C)C)C)C(C)C)NC(=O)C3=C4C(=C(C=C3)C)OC5=C(C(=O)C(=C(C5=N4)C(=O)NC6C(OC(=O)C(N(C(=O)CN(C(=O)C7CCCN7C(=O)C(NC6=O)C(C)C)C)C)C(C)C)C)N)C. Cell line: MCF7. Synergy scores: CSS=7.48, Synergy_ZIP=18.8, Synergy_Bliss=20.6, Synergy_Loewe=18.6, Synergy_HSA=17.7. (2) Drug 1: CC1=C(C=C(C=C1)C(=O)NC2=CC(=CC(=C2)C(F)(F)F)N3C=C(N=C3)C)NC4=NC=CC(=N4)C5=CN=CC=C5. Drug 2: C1=CN(C=N1)CC(O)(P(=O)(O)O)P(=O)(O)O. Cell line: EKVX. Synergy scores: CSS=4.04, Synergy_ZIP=-1.75, Synergy_Bliss=-2.22, Synergy_Loewe=0.779, Synergy_HSA=-0.893.